From a dataset of Full USPTO retrosynthesis dataset with 1.9M reactions from patents (1976-2016). Predict the reactants needed to synthesize the given product. (1) The reactants are: [CH2:1]([O:3][CH:4]([NH:9][C:10]1[CH:15]=[CH:14][C:13]([O:16][C:17]2[CH:22]=[CH:21][N:20]=[C:19]3[CH:23]=[C:24]([C:26]4[CH:31]=[CH:30][C:29]([CH2:32][NH:33][CH2:34][CH2:35][O:36][CH3:37])=[CH:28][N:27]=4)[S:25][C:18]=23)=[C:12]([F:38])[CH:11]=1)[C:5]([F:8])([F:7])[F:6])[CH3:2].[CH3:39][C:40]([O:43][C:44](O[C:44]([O:43][C:40]([CH3:42])([CH3:41])[CH3:39])=[O:45])=[O:45])([CH3:42])[CH3:41]. Given the product [CH2:1]([O:3][CH:4]([NH:9][C:10]1[CH:15]=[CH:14][C:13]([O:16][C:17]2[CH:22]=[CH:21][N:20]=[C:19]3[CH:23]=[C:24]([C:26]4[N:27]=[CH:28][C:29]([CH2:32][N:33]([CH2:34][CH2:35][O:36][CH3:37])[C:44](=[O:45])[O:43][C:40]([CH3:42])([CH3:41])[CH3:39])=[CH:30][CH:31]=4)[S:25][C:18]=23)=[C:12]([F:38])[CH:11]=1)[C:5]([F:7])([F:6])[F:8])[CH3:2], predict the reactants needed to synthesize it. (2) The reactants are: Cl[C:2]1[C:7]([N+:8]([O-:10])=[O:9])=[CH:6][N:5]=[C:4]2[CH:11]=[CH:12][S:13][C:3]=12.[NH2:14][C:15]1([CH2:25][OH:26])[CH2:24][CH2:23][C:18]2([O:22][CH2:21][CH2:20][O:19]2)[CH2:17][CH2:16]1.C(N(CC)CC)C.O. Given the product [N+:8]([C:7]1[C:2]([NH:14][C:15]2([CH2:25][OH:26])[CH2:24][CH2:23][C:18]3([O:19][CH2:20][CH2:21][O:22]3)[CH2:17][CH2:16]2)=[C:3]2[S:13][CH:12]=[CH:11][C:4]2=[N:5][CH:6]=1)([O-:10])=[O:9], predict the reactants needed to synthesize it. (3) Given the product [C:14]([OH:15])(=[O:1])[C:13]1[CH:12]=[CH:11][C:10]([C:18]([OH:20])=[O:19])=[CH:17][CH:16]=1, predict the reactants needed to synthesize it. The reactants are: [OH:1]N1C(=O)CCC1=O.C[C:10]1[CH:17]=[CH:16][C:13]([CH2:14][OH:15])=[CH:12][CH:11]=1.[C:18](=[O:20])=[O:19].O=O. (4) Given the product [CH:1]1([S:4]([C:7]2[CH:20]=[CH:19][CH:18]=[CH:17][C:8]=2[CH2:9][N:10]([CH3:21])[C:11](=[O:16])[C:12]([F:13])([F:14])[F:15])(=[O:6])=[O:5])[CH2:3][CH2:2]1, predict the reactants needed to synthesize it. The reactants are: [CH:1]1([S:4]([C:7]2[CH:20]=[CH:19][CH:18]=[CH:17][C:8]=2[CH2:9][NH:10][C:11](=[O:16])[C:12]([F:15])([F:14])[F:13])(=[O:6])=[O:5])[CH2:3][CH2:2]1.[C:21](=O)([O-])[O-].[K+].[K+].CI. (5) Given the product [F:30][C:31]1[C:36]([F:37])=[CH:35][CH:34]=[CH:33][C:32]=1[C@H:38]1[CH2:44][N:43]2[C:47]([CH:48]([CH3:50])[CH3:49])=[CH:46][N:45]=[C:42]2[C@H:41]([NH:52][C:53]([N:55]2[CH2:60][CH2:59][CH:58]([N:61]3[C:69]4[C:64](=[N:65][CH:66]=[CH:67][CH:68]=4)[NH:63][C:62]3=[O:70])[CH2:57][CH2:56]2)=[O:54])[CH2:40][CH2:39]1, predict the reactants needed to synthesize it. The reactants are: CC(OI1(OC(C)=O)(OC(C)=O)OC(=O)C2C=CC=CC1=2)=O.FC(F)(F)C([O-])=O.[F:30][C:31]1[C:36]([F:37])=[CH:35][CH:34]=[CH:33][C:32]=1[C@H:38]1[CH2:44][NH:43][C:42](=[N:45][CH2:46][CH:47](O)[CH:48]([CH3:50])[CH3:49])[C@H:41]([NH:52][C:53]([N:55]2[CH2:60][CH2:59][CH:58]([N:61]3[C:69]4[C:64](=[N:65][CH:66]=[CH:67][CH:68]=4)[NH:63][C:62]3=[O:70])[CH2:57][CH2:56]2)=[O:54])[CH2:40][CH2:39]1.C(O)(=O)C.S([O-])([O-])=O.[Na+].[Na+]. (6) Given the product [C:9]1([CH:27]([CH:24]2[CH2:25][CH2:26][N:21]([S:18]([CH3:17])(=[O:19])=[O:20])[CH2:22][CH2:23]2)[CH2:28][C:29]([N:30]2[C@H:34]([C:35]3[CH:36]=[CH:37][CH:38]=[CH:39][CH:40]=3)[C@H:33]([CH3:41])[N:32]([CH3:42])[C:31]2=[O:43])=[O:44])[CH:14]=[CH:13][CH:12]=[CH:11][CH:10]=1, predict the reactants needed to synthesize it. The reactants are: CN(C)CCN(C)C.[C:9]1([Mg]Br)[CH:14]=[CH:13][CH:12]=[CH:11][CH:10]=1.[CH3:17][S:18]([N:21]1[CH2:26][CH2:25][CH:24]([CH2:27][CH:28]=[CH:29][N:30]2[C@H:34]([C:35]3[CH:40]=[CH:39][CH:38]=[CH:37][CH:36]=3)[C@H:33]([CH3:41])[N:32]([CH3:42])[C:31]2=[O:43])[CH2:23][CH2:22]1)(=[O:20])=[O:19].[O-:44]S(C(F)(F)F)(=O)=O.C([B+]CCCC)CCC. (7) Given the product [Cl:1][C:2]1[CH:3]=[C:4]([NH2:5])[CH:6]=[CH:7][C:8]=1[CH:10]=[CH2:11], predict the reactants needed to synthesize it. The reactants are: [Cl:1][C:2]1[CH:3]=[C:4]([CH:6]=[CH:7][C:8]=1I)[NH2:5].[C:10]1([As](C2C=CC=CC=2)C2C=CC=CC=2)C=CC=C[CH:11]=1.C(C([Sn])=C(CCCC)CCCC)CCC. (8) Given the product [CH3:1][C:2]1[CH:7]=[C:6]([CH3:8])[N:5]=[C:4]([N:9]2[CH2:16][CH:15]3[CH2:14][N:13]([C:33]([C:28]4[C:27]([C:21]5[CH:26]=[CH:25][CH:24]=[CH:23][CH:22]=5)=[CH:32][CH:31]=[CH:30][N:29]=4)=[O:34])[CH2:12][CH:11]3[CH2:10]2)[N:3]=1, predict the reactants needed to synthesize it. The reactants are: [CH3:1][C:2]1[CH:7]=[C:6]([CH3:8])[N:5]=[C:4]([N:9]2[CH2:16][CH:15]3[CH:11]([CH2:12][NH:13][CH2:14]3)[CH2:10]2)[N:3]=1.CC(O)=O.[C:21]1([C:27]2[C:28]([C:33](O)=[O:34])=[N:29][CH:30]=[CH:31][CH:32]=2)[CH:26]=[CH:25][CH:24]=[CH:23][CH:22]=1.